This data is from Reaction yield outcomes from USPTO patents with 853,638 reactions. The task is: Predict the reaction yield, written as a fraction of the theoretical maximum amount of product (1.0 means a 100% yield; for example, 0.34 means a 34% yield). (1) The reactants are [Cl:1][C:2]1[CH:7]=[CH:6][C:5]([CH:8]([C:10]2[CH:15]=[CH:14][C:13]([Cl:16])=[CH:12][CH:11]=2)O)=[CH:4][CH:3]=1.CN(C)C=O.S(Cl)([Cl:24])=O. The catalyst is ClCCl. The product is [Cl:1][C:2]1[CH:7]=[CH:6][C:5]([CH:8]([Cl:24])[C:10]2[CH:15]=[CH:14][C:13]([Cl:16])=[CH:12][CH:11]=2)=[CH:4][CH:3]=1. The yield is 0.900. (2) The reactants are C[O:2][C:3]1[CH:12]=[CH:11][CH:10]=[C:9]2[C:4]=1[C:5]([NH:13][C:14]1[CH:19]=[CH:18][C:17]([O:20][C:21]3[CH:22]=[N:23][C:24]([CH3:27])=[CH:25][CH:26]=3)=[C:16]([CH3:28])[CH:15]=1)=[N:6][CH:7]=[N:8]2.Cl.N1C=CC=CC=1. The product is [OH:2][C:3]1[CH:12]=[CH:11][CH:10]=[C:9]2[C:4]=1[C:5]([NH:13][C:14]1[CH:19]=[CH:18][C:17]([O:20][C:21]3[CH:22]=[N:23][C:24]([CH3:27])=[CH:25][CH:26]=3)=[C:16]([CH3:28])[CH:15]=1)=[N:6][CH:7]=[N:8]2. The catalyst is N1C=CC=CC=1. The yield is 0.960. (3) The reactants are C(Cl)CCl.Cl.[O:6]=[C:7]1[NH:16][C:15]2[N:14]=[CH:13][C:12]([CH:17]=[CH:18][C:19]([OH:21])=O)=[CH:11][C:10]=2[CH2:9][CH2:8]1.[CH3:22][NH:23][CH2:24][C:25]1[NH:26][C:27]2[C:32]([C:33]=1[C:34]#[N:35])=[CH:31][CH:30]=[CH:29][CH:28]=2.C1C=CC2N(O)N=NC=2C=1.CCN(C(C)C)C(C)C. The catalyst is CN(C=O)C.O. The product is [C:34]([C:33]1[C:32]2[C:27](=[CH:28][CH:29]=[CH:30][CH:31]=2)[NH:26][C:25]=1[CH2:24][N:23]([CH3:22])[C:19](=[O:21])/[CH:18]=[CH:17]/[C:12]1[CH:13]=[N:14][C:15]2[NH:16][C:7](=[O:6])[CH2:8][CH2:9][C:10]=2[CH:11]=1)#[N:35]. The yield is 0.620.